This data is from Full USPTO retrosynthesis dataset with 1.9M reactions from patents (1976-2016). The task is: Predict the reactants needed to synthesize the given product. (1) Given the product [NH2:8][C:7]1[NH:2][N:3]=[C:5]([C:9]2[CH:14]=[CH:13][CH:12]=[CH:11][C:10]=2[C:15]([F:18])([F:17])[F:16])[CH:6]=1, predict the reactants needed to synthesize it. The reactants are: O.[NH2:2][NH2:3].O=[C:5]([C:9]1[CH:14]=[CH:13][CH:12]=[CH:11][C:10]=1[C:15]([F:18])([F:17])[F:16])[CH2:6][C:7]#[N:8]. (2) Given the product [C:25]([O:29][C:30]([N:32]1[CH2:36][CH2:35][C@H:34]([O:37][C:38]2[CH:43]=[CH:42][C:41]([NH:44][C:12]([C:10]3[N:11]=[C:7]([C:1]4[CH:2]=[CH:3][CH:4]=[CH:5][CH:6]=4)[O:8][C:9]=3[C:15]([F:18])([F:17])[F:16])=[O:14])=[CH:40][CH:39]=2)[CH2:33]1)=[O:31])([CH3:28])([CH3:26])[CH3:27], predict the reactants needed to synthesize it. The reactants are: [C:1]1([C:7]2[O:8][C:9]([C:15]([F:18])([F:17])[F:16])=[C:10]([C:12]([OH:14])=O)[N:11]=2)[CH:6]=[CH:5][CH:4]=[CH:3][CH:2]=1.C(Cl)(=O)C(Cl)=O.[C:25]([O:29][C:30]([N:32]1[CH2:36][CH2:35][C@H:34]([O:37][C:38]2[CH:43]=[CH:42][C:41]([NH2:44])=[CH:40][CH:39]=2)[CH2:33]1)=[O:31])([CH3:28])([CH3:27])[CH3:26].C(N(CC)CC)C.